The task is: Regression. Given two drug SMILES strings and cell line genomic features, predict the synergy score measuring deviation from expected non-interaction effect.. This data is from NCI-60 drug combinations with 297,098 pairs across 59 cell lines. (1) Drug 1: CC1=C(C=C(C=C1)NC2=NC=CC(=N2)N(C)C3=CC4=NN(C(=C4C=C3)C)C)S(=O)(=O)N.Cl. Drug 2: CCC1(C2=C(COC1=O)C(=O)N3CC4=CC5=C(C=CC(=C5CN(C)C)O)N=C4C3=C2)O.Cl. Cell line: MCF7. Synergy scores: CSS=5.51, Synergy_ZIP=-3.85, Synergy_Bliss=-0.974, Synergy_Loewe=-28.7, Synergy_HSA=-4.47. (2) Drug 1: C1=NC(=NC(=O)N1C2C(C(C(O2)CO)O)O)N. Drug 2: CC(C)NC(=O)C1=CC=C(C=C1)CNNC.Cl. Cell line: SK-OV-3. Synergy scores: CSS=10.9, Synergy_ZIP=-1.36, Synergy_Bliss=3.60, Synergy_Loewe=-1.35, Synergy_HSA=1.73. (3) Drug 1: CS(=O)(=O)C1=CC(=C(C=C1)C(=O)NC2=CC(=C(C=C2)Cl)C3=CC=CC=N3)Cl. Drug 2: CCN(CC)CCNC(=O)C1=C(NC(=C1C)C=C2C3=C(C=CC(=C3)F)NC2=O)C. Cell line: HOP-62. Synergy scores: CSS=-2.39, Synergy_ZIP=-0.210, Synergy_Bliss=-1.26, Synergy_Loewe=-3.53, Synergy_HSA=-4.05. (4) Drug 1: C1=CN(C(=O)N=C1N)C2C(C(C(O2)CO)O)O.Cl. Synergy scores: CSS=7.57, Synergy_ZIP=-2.00, Synergy_Bliss=2.26, Synergy_Loewe=-4.05, Synergy_HSA=1.08. Drug 2: C1=NNC2=C1C(=O)NC=N2. Cell line: PC-3.